This data is from Reaction yield outcomes from USPTO patents with 853,638 reactions. The task is: Predict the reaction yield, written as a fraction of the theoretical maximum amount of product (1.0 means a 100% yield; for example, 0.34 means a 34% yield). (1) The reactants are I[C:2]1[CH:7]=[C:6]([C:8]([F:11])([F:10])[F:9])[CH:5]=[C:4]([C:12]([F:15])([F:14])[F:13])[CH:3]=1.[PH2:16]([O-:18])=[O:17].[NH3+][C:20]1C=CC=C[CH:21]=1.NCCC[Si](OCC)(OCC)OCC.C1(P(C2C=CC=CC=2)CCCP(C2C=CC=CC=2)C2C=CC=CC=2)C=CC=CC=1. The catalyst is C(#N)C.C(OCC)(=O)C.Cl.C([O-])(=O)C.[Pd+2].C([O-])(=O)C. The product is [F:13][C:12]([F:15])([F:14])[C:4]1[CH:3]=[C:2]([PH:16](=[O:18])[O:17][CH2:20][CH3:21])[CH:7]=[C:6]([C:8]([F:11])([F:10])[F:9])[CH:5]=1. The yield is 0.520. (2) The catalyst is C1COCC1. The reactants are [CH3:1][O:2][C:3]1[C:12]([O:13][CH3:14])=[C:11]2[C:6]([C:7]([NH:15][C@H:16]3[CH2:20][CH2:19][O:18][CH2:17]3)=[N:8][CH:9]=[N:10]2)=[CH:5][CH:4]=1.[H-].[Na+].[CH2:23](Br)[C:24]1[CH:29]=[CH:28][CH:27]=[CH:26][CH:25]=1. The product is [CH2:23]([N:15]([C@H:16]1[CH2:20][CH2:19][O:18][CH2:17]1)[C:7]1[C:6]2[C:11](=[C:12]([O:13][CH3:14])[C:3]([O:2][CH3:1])=[CH:4][CH:5]=2)[N:10]=[CH:9][N:8]=1)[C:24]1[CH:29]=[CH:28][CH:27]=[CH:26][CH:25]=1. The yield is 0.230. (3) The reactants are [CH3:1][C:2]1[CH:3]=[CH:4][C:5]([C:21]([NH:23][C:24]2[CH:25]=[C:26]([C:36]([F:39])([F:38])[F:37])[CH:27]=[C:28]([N:30]3[CH:34]=[N:33][C:32]([CH3:35])=[CH:31]3)[CH:29]=2)=[O:22])=[CH:6][C:7]=1[NH:8][C:9]1[N:10]=[CH:11][CH:12]=[C:13]([C:15]2[CH:16]=[CH:17][CH:18]=[N:19][CH:20]=2)[N:14]=1.[ClH:40]. The catalyst is C(O)C. The product is [CH3:1][C:2]1[CH:3]=[CH:4][C:5]([C:21]([NH:23][C:24]2[CH:25]=[C:26]([C:36]([F:38])([F:39])[F:37])[CH:27]=[C:28]([N:30]3[CH:34]=[N:33][C:32]([CH3:35])=[CH:31]3)[CH:29]=2)=[O:22])=[CH:6][C:7]=1[NH:8][C:9]1[N:10]=[CH:11][CH:12]=[C:13]([C:15]2[CH:16]=[CH:17][CH:18]=[N:19][CH:20]=2)[N:14]=1.[ClH:40]. The yield is 0.830. (4) The reactants are F[C:2]1[CH:3]=[C:4]([CH:7]=[CH:8][C:9]=1[N+:10]([O-:12])=[O:11])[C:5]#[N:6].[Br:13][C:14]1[CH:19]=[CH:18][CH:17]=[CH:16][C:15]=1[OH:20].C(=O)([O-])[O-].[K+].[K+].O. The catalyst is CN(C=O)C. The product is [Br:13][C:14]1[CH:19]=[CH:18][CH:17]=[CH:16][C:15]=1[O:20][C:2]1[CH:3]=[C:4]([CH:7]=[CH:8][C:9]=1[N+:10]([O-:12])=[O:11])[C:5]#[N:6]. The yield is 0.925. (5) The reactants are [CH3:1][N:2]([CH2:4][CH2:5][N:6]1[C:20](=[O:21])[C:15]2=[CH:16][C:17]([NH2:19])=[CH:18][C:13]3[C:14]2=[C:9]([CH:10]=[CH:11][CH:12]=3)[C:7]1=[O:8])[CH3:3].[Cl:22][CH2:23][C:24]([N:26]=[C:27]=[O:28])=[O:25]. The catalyst is C(#N)C. The product is [Cl:22][CH2:23][C:24]([NH:26][C:27]([NH:19][C:17]1[CH:18]=[C:13]2[CH:12]=[CH:11][CH:10]=[C:9]3[C:14]2=[C:15]([CH:16]=1)[C:20](=[O:21])[N:6]([CH2:5][CH2:4][N:2]([CH3:1])[CH3:3])[C:7]3=[O:8])=[O:28])=[O:25]. The yield is 0.180. (6) The reactants are [C:1]([NH2:4])(=[O:3])[CH3:2].O.[C:6]([OH:10])(=[O:9])[CH:7]=[O:8]. The catalyst is CC(C)=O. The product is [C:1]([NH:4][CH:7]([OH:8])[C:6]([OH:10])=[O:9])(=[O:3])[CH3:2]. The yield is 1.00. (7) The reactants are Cl[C:2]1[N:7]=[C:6]([NH2:8])[CH:5]=[CH:4][N:3]=1.Cl.Cl.[N:11]1([CH:16]2[CH2:21][CH2:20][NH:19][CH2:18][CH2:17]2)[CH:15]=[N:14][CH:13]=[N:12]1. No catalyst specified. The product is [N:11]1([CH:16]2[CH2:21][CH2:20][N:19]([C:2]3[N:7]=[C:6]([NH2:8])[CH:5]=[CH:4][N:3]=3)[CH2:18][CH2:17]2)[CH:15]=[N:14][CH:13]=[N:12]1. The yield is 0.480. (8) The reactants are [Cl:1][C:2]1[CH:3]=[C:4]([S:9]([NH:12][C:13]2[CH:21]=[CH:20][C:16]([C:17]([OH:19])=[O:18])=[C:15]([OH:22])[CH:14]=2)(=[O:11])=[O:10])[CH:5]=[C:6]([Cl:8])[CH:7]=1.[CH3:23][O:24][CH:25]([CH2:28][CH3:29])[CH2:26]O. No catalyst specified. The product is [Cl:8][C:6]1[CH:5]=[C:4]([S:9]([NH:12][C:13]2[CH:21]=[CH:20][C:16]([C:17]([O:19][CH2:26][CH:25]([O:24][CH3:23])[CH2:28][CH3:29])=[O:18])=[C:15]([OH:22])[CH:14]=2)(=[O:10])=[O:11])[CH:3]=[C:2]([Cl:1])[CH:7]=1. The yield is 0.700. (9) The product is [Cl:1][C:2]1[C:3]([CH3:12])=[CH:4][C:5]([NH:39][CH:36]2[CH2:35][CH2:34][N:33]([C@H:30]3[CH2:31][CH2:32][C@H:27]([O:26][CH2:24][CH3:25])[CH2:28][CH2:29]3)[CH2:38][CH2:37]2)=[C:6]([N+:8]([O-:10])=[O:9])[CH:7]=1. The catalyst is CN(C)C=O. The reactants are [Cl:1][C:2]1[CH:7]=[C:6]([N+:8]([O-:10])=[O:9])[C:5](F)=[CH:4][C:3]=1[CH3:12].C(N(C(C)C)CC)(C)C.Cl.Cl.[CH2:24]([O:26][C@H:27]1[CH2:32][CH2:31][C@H:30]([N:33]2[CH2:38][CH2:37][CH:36]([NH2:39])[CH2:35][CH2:34]2)[CH2:29][CH2:28]1)[CH3:25]. The yield is 0.800. (10) The reactants are [CH3:1][N:2]([CH3:27])[CH2:3][CH2:4][N:5]1[C:9]2[N:10]=[C:11]([C:20]3[CH:26]=[CH:25][C:23]([NH2:24])=[CH:22][CH:21]=3)[N:12]=[C:13]([N:14]3[CH2:19][CH2:18][O:17][CH2:16][CH2:15]3)[C:8]=2[CH:7]=[CH:6]1.ClC(Cl)(O[C:32](=[O:38])OC(Cl)(Cl)Cl)Cl.[CH3:40][N:41]([CH3:46])[CH2:42][CH2:43][CH2:44][NH2:45]. No catalyst specified. The product is [CH3:1][N:2]([CH3:27])[CH2:3][CH2:4][N:5]1[C:9]2[N:10]=[C:11]([C:20]3[CH:26]=[CH:25][C:23]([NH:24][C:32]([NH:45][CH2:44][CH2:43][CH2:42][N:41]([CH3:46])[CH3:40])=[O:38])=[CH:22][CH:21]=3)[N:12]=[C:13]([N:14]3[CH2:15][CH2:16][O:17][CH2:18][CH2:19]3)[C:8]=2[CH:7]=[CH:6]1. The yield is 0.670.